Predict the product of the given reaction. From a dataset of Forward reaction prediction with 1.9M reactions from USPTO patents (1976-2016). (1) Given the reactants [N:1]1[CH:6]=[CH:5][CH:4]=[N:3][C:2]=1[O:7][CH:8]1[CH2:12][CH2:11][NH:10][CH2:9]1.C(N(C(C)C)CC)(C)C.[Cl:22][C:23]1[CH:28]=[C:27]([Cl:29])[CH:26]=[CH:25][C:24]=1[CH2:30][N:31]=[C:32]=[O:33], predict the reaction product. The product is: [Cl:22][C:23]1[CH:28]=[C:27]([Cl:29])[CH:26]=[CH:25][C:24]=1[CH2:30][NH:31][C:32]([N:10]1[CH2:11][CH2:12][CH:8]([O:7][C:2]2[N:3]=[CH:4][CH:5]=[CH:6][N:1]=2)[CH2:9]1)=[O:33]. (2) Given the reactants C1(P(N=[N+]=[N-])(C2C=CC=CC=2)=O)C=CC=CC=1.[CH3:18][N:19]([CH2:21][C:22]1[CH:27]=[CH:26][C:25]([NH2:28])=[C:24]([O:29][CH3:30])[CH:23]=1)[CH3:20].[CH3:31][C:32]1[N:33]=[CH:34][C:35]([NH:38][C:39](N)=[O:40])=[N:36][CH:37]=1, predict the reaction product. The product is: [CH3:20][N:19]([CH2:21][C:22]1[CH:27]=[CH:26][C:25]([NH:28][C:39]([NH:38][C:35]2[CH:34]=[N:33][C:32]([CH3:31])=[CH:37][N:36]=2)=[O:40])=[C:24]([O:29][CH3:30])[CH:23]=1)[CH3:18].